Dataset: Full USPTO retrosynthesis dataset with 1.9M reactions from patents (1976-2016). Task: Predict the reactants needed to synthesize the given product. (1) Given the product [Br:1][C:2]1[C:3]([F:13])=[CH:4][C:5]2[NH:10][CH2:9][CH2:8][O:7][C:6]=2[CH:12]=1, predict the reactants needed to synthesize it. The reactants are: [Br:1][C:2]1[C:3]([F:13])=[CH:4][C:5]2[NH:10][C:9](=O)[CH2:8][O:7][C:6]=2[CH:12]=1. (2) Given the product [F:17][C:14]1[CH:15]=[CH:16][C:11]([C:9]2[N:10]=[C:3]3[C:2]([CH:30]=[CH2:31])=[N:7][CH:6]=[CH:5][N:4]3[CH:8]=2)=[CH:12][CH:13]=1, predict the reactants needed to synthesize it. The reactants are: Cl[C:2]1[C:3]2[N:4]([CH:8]=[C:9]([C:11]3[CH:16]=[CH:15][C:14]([F:17])=[CH:13][CH:12]=3)[N:10]=2)[CH:5]=[CH:6][N:7]=1.O.C(=O)([O-])[O-].[Na+].[Na+].F[B-](F)(F)F.[C:30](P(C(C)(C)C)C(C)(C)C)(C)(C)[CH3:31]. (3) Given the product [CH3:25][N:23]([CH2:22][C:21]1[N:16]2[C:15](=[O:26])[N:14]([CH:11]3[CH2:12][CH2:13][NH:8][CH2:9][CH2:10]3)[CH2:18][C:17]2=[CH:19][N:20]=1)[CH3:24], predict the reactants needed to synthesize it. The reactants are: C([N:8]1[CH2:13][CH2:12][CH:11]([N:14]2[CH2:18][C:17]3=[CH:19][N:20]=[C:21]([CH2:22][N:23]([CH3:25])[CH3:24])[N:16]3[C:15]2=[O:26])[CH2:10][CH2:9]1)C1C=CC=CC=1.C([O-])=O.[NH4+]. (4) Given the product [Br:1][C:2]1[C:11]2[C:10]([CH3:12])([CH3:13])[CH2:9][CH:8]=[C:7]([CH:14]([CH3:15])[CH3:16])[C:6]=2[CH:5]=[C:4](/[C:17](/[CH2:30][CH3:31])=[C:18](/[F:29])\[CH:19]=[CH:20]\[C:21](\[CH3:28])=[CH:22]\[C:23]([OH:25])=[O:24])[C:3]=1[O:32][CH2:33][CH3:34], predict the reactants needed to synthesize it. The reactants are: [Br:1][C:2]1[C:11]2[C:10]([CH3:13])([CH3:12])[CH2:9][CH:8]=[C:7]([CH:14]([CH3:16])[CH3:15])[C:6]=2[CH:5]=[C:4](/[C:17](/[CH2:30][CH3:31])=[C:18](/[F:29])\[CH:19]=[CH:20]\[C:21](\[CH3:28])=[CH:22]\[C:23]([O:25]CC)=[O:24])[C:3]=1[O:32][CH2:33][CH3:34].[OH-].[Na+]. (5) Given the product [CH3:12][Si:13]([CH3:28])([CH3:27])[CH2:14][CH2:15][O:16][CH2:17][N:18]1[C:22]2=[N:23][CH:24]=[CH:25][CH:26]=[C:21]2[CH:20]=[C:19]1[B:29]([OH:34])[OH:30], predict the reactants needed to synthesize it. The reactants are: CCCCCC.[Li]CCCC.[CH3:12][Si:13]([CH3:28])([CH3:27])[CH2:14][CH2:15][O:16][CH2:17][N:18]1[C:22]2=[N:23][CH:24]=[CH:25][CH:26]=[C:21]2[CH:20]=[CH:19]1.[B:29](OC(C)C)([O:34]C(C)C)[O:30]C(C)C.